From a dataset of Retrosynthesis with 50K atom-mapped reactions and 10 reaction types from USPTO. Predict the reactants needed to synthesize the given product. (1) Given the product COc1ccc(N2CCC(Oc3ccccc3C(F)(F)F)CC2)nn1, predict the reactants needed to synthesize it. The reactants are: C[O-].FC(F)(F)c1ccccc1OC1CCN(c2ccc(Cl)nn2)CC1. (2) Given the product CC(C)S(=O)(=O)NC(=O)Nc1ccc(-c2c(C#N)c3ccc(Oc4ncccn4)cc3n2C2CCC2)cc1, predict the reactants needed to synthesize it. The reactants are: CC(C)S(=O)(=O)NC(=O)Nc1ccc(-c2c(C#N)c3ccc(O)cc3n2C2CCC2)cc1.Clc1ncccn1. (3) Given the product O=C(Oc1ccc([N+](=O)[O-])cc1)N1CCCC2(CCN([C@H]3CC[C@H](O)CC3)C2=O)C1, predict the reactants needed to synthesize it. The reactants are: O=C(Cl)Oc1ccc([N+](=O)[O-])cc1.O=C1N([C@H]2CC[C@H](O)CC2)CCC12CCCNC2. (4) Given the product CC(C)c1ccc2c(c1Cl)CC[C@]1(C)CN(Cc3ccccc3)C[C@H]21, predict the reactants needed to synthesize it. The reactants are: C=C(C)c1ccc2c(c1Cl)CC[C@]1(C)CN(Cc3ccccc3)C[C@H]21. (5) Given the product COc1cc2oc(=O)c3c(c2cc1OC)CCN(CCN1CC2CCCC(C2)C1)C3, predict the reactants needed to synthesize it. The reactants are: COc1cc2oc(=O)c3c(c2cc1OC)CCNC3.ClCCN1CC2CCCC(C2)C1.